Dataset: Choline transporter screen with 302,306 compounds. Task: Binary Classification. Given a drug SMILES string, predict its activity (active/inactive) in a high-throughput screening assay against a specified biological target. The molecule is Brc1cc(C(=O)NC(=S)Nc2c(n(n(c2=O)c2ccccc2)C)C)c(OC)cc1. The result is 0 (inactive).